Dataset: Catalyst prediction with 721,799 reactions and 888 catalyst types from USPTO. Task: Predict which catalyst facilitates the given reaction. (1) Reactant: C(O)(C(F)(F)F)=O.[CH2:8]([O:15][C:16]([NH:18][C:19]1[CH:20]=[C:21]([CH:29]=[CH:30][C:31]=1[N:32]1[CH2:37][CH2:36][N:35]([CH3:38])[CH2:34][CH2:33]1)[C:22]([O:24]C(C)(C)C)=[O:23])=[O:17])[C:9]1[CH:14]=[CH:13][CH:12]=[CH:11][CH:10]=1. Product: [CH2:8]([O:15][C:16]([NH:18][C:19]1[CH:20]=[C:21]([CH:29]=[CH:30][C:31]=1[N:32]1[CH2:37][CH2:36][N:35]([CH3:38])[CH2:34][CH2:33]1)[C:22]([OH:24])=[O:23])=[O:17])[C:9]1[CH:10]=[CH:11][CH:12]=[CH:13][CH:14]=1. The catalyst class is: 2. (2) Product: [CH2:40]([NH:37][C:38]([NH:1][CH2:2][C:3]1[CH:4]=[C:5]([NH:13][C:14]([CH:16]2[CH2:25][C:24]3[CH:23]=[C:22]([O:26][C:27]4[CH:32]=[CH:31][N:30]=[C:29]([C:33]([NH:35][CH3:36])=[O:34])[CH:28]=4)[CH:21]=[CH:20][C:19]=3[CH2:18][CH2:17]2)=[O:15])[CH:6]=[C:7]([C:9]([F:12])([F:10])[F:11])[CH:8]=1)=[O:39])[CH3:41]. Reactant: [NH2:1][CH2:2][C:3]1[CH:4]=[C:5]([NH:13][C:14]([CH:16]2[CH2:25][C:24]3[CH:23]=[C:22]([O:26][C:27]4[CH:32]=[CH:31][N:30]=[C:29]([C:33]([NH:35][CH3:36])=[O:34])[CH:28]=4)[CH:21]=[CH:20][C:19]=3[CH2:18][CH2:17]2)=[O:15])[CH:6]=[C:7]([C:9]([F:12])([F:11])[F:10])[CH:8]=1.[N:37]([CH2:40][CH3:41])=[C:38]=[O:39]. The catalyst class is: 20. (3) Reactant: [Cl:1][C:2]1[CH:10]=[C:9]([C:11]2[O:12][CH:13]=[C:14]([CH3:16])[N:15]=2)[CH:8]=[CH:7][C:3]=1[C:4](O)=[O:5].S(Cl)([Cl:19])=O.CN1CCCC1=O. Product: [Cl:1][C:2]1[CH:10]=[C:9]([C:11]2[O:12][CH:13]=[C:14]([CH3:16])[N:15]=2)[CH:8]=[CH:7][C:3]=1[C:4]([Cl:19])=[O:5]. The catalyst class is: 4. (4) Reactant: [CH2:1]([CH:3]([CH2:6][CH2:7][CH2:8][CH3:9])[CH2:4][OH:5])[CH3:2].[H-].[Na+].[F:12][C:13]1[CH:18]=[CH:17][C:16]([N:19]2[C:24](=[O:25])[C:23](OS(C3C=CC(C)=CC=3)(=O)=O)=[C:22]([C:37]3[CH:42]=[CH:41][C:40]([S:43]([CH3:46])(=[O:45])=[O:44])=[CH:39][CH:38]=3)[CH:21]=[N:20]2)=[CH:15][CH:14]=1. Product: [F:12][C:13]1[CH:18]=[CH:17][C:16]([N:19]2[C:24](=[O:25])[C:23]([O:5][CH2:4][CH:3]([CH2:1][CH3:2])[CH2:6][CH2:7][CH2:8][CH3:9])=[C:22]([C:37]3[CH:42]=[CH:41][C:40]([S:43]([CH3:46])(=[O:44])=[O:45])=[CH:39][CH:38]=3)[CH:21]=[N:20]2)=[CH:15][CH:14]=1. The catalyst class is: 1. (5) Reactant: [CH2:1]([O:8][C:9]([C@H:11]1[CH2:15][CH2:14][CH2:13][N:12]1[C:16](=[O:19])[CH:17]=[CH2:18])=[O:10])[C:2]1[CH:7]=[CH:6][CH:5]=[CH:4][CH:3]=1.[CH:20]1([CH2:23][NH2:24])[CH2:22][CH2:21]1. Product: [CH2:1]([O:8][C:9]([C@H:11]1[CH2:15][CH2:14][CH2:13][N:12]1[C:16](=[O:19])[CH2:17][CH2:18][N:24]([CH2:18][CH2:17][C:16]([N:12]1[CH2:13][CH2:14][CH2:15][C@@H:11]1[C:9]([O:8][CH2:1][C:2]1[CH:3]=[CH:4][CH:5]=[CH:6][CH:7]=1)=[O:10])=[O:19])[CH2:23][CH:20]1[CH2:22][CH2:21]1)=[O:10])[C:2]1[CH:3]=[CH:4][CH:5]=[CH:6][CH:7]=1. The catalyst class is: 10. (6) Reactant: [SH:1][C:2]1[N:11]=[C:10]([OH:12])[C:9]2[CH2:8][CH2:7][CH2:6][CH2:5][C:4]=2[N:3]=1.C(=O)([O-])[O-].[K+].[K+].Br[CH2:20][CH2:21][C:22]([O:24][C:25]([CH3:28])([CH3:27])[CH3:26])=[O:23]. Product: [O:12]=[C:10]1[C:9]2[CH2:8][CH2:7][CH2:6][CH2:5][C:4]=2[N:3]=[C:2]([S:1][CH2:20][CH2:21][C:22]([O:24][C:25]([CH3:28])([CH3:27])[CH3:26])=[O:23])[NH:11]1. The catalyst class is: 21. (7) Reactant: [CH2:1]([O:8][C:9]1[CH:10]=[C:11]([C:17]([C:19]2[CH:24]=[CH:23][C:22]([O:25][CH3:26])=[C:21]([O:27]CC)[CH:20]=2)=[O:18])[CH:12]=[CH:13][C:14]=1[O:15][CH3:16])[C:2]1C=CC=CC=1. Product: [CH2:1]([O:8][C:9]1[CH:10]=[C:11]([C:17]([C:19]2[CH:24]=[CH:23][C:22]([O:25][CH3:26])=[C:21]([OH:27])[CH:20]=2)=[O:18])[CH:12]=[CH:13][C:14]=1[O:15][CH3:16])[CH3:2]. The catalyst class is: 29.